This data is from Full USPTO retrosynthesis dataset with 1.9M reactions from patents (1976-2016). The task is: Predict the reactants needed to synthesize the given product. (1) Given the product [F:12][C:13]1[CH:14]=[C:15]([CH:18]=[CH:19][CH:20]=1)[CH2:16][N:1]1[C:5]2=[N:6][CH:7]=[CH:8][CH:9]=[C:4]2[C:3]([C:10]#[N:11])=[N:2]1, predict the reactants needed to synthesize it. The reactants are: [NH:1]1[C:5]2=[N:6][CH:7]=[CH:8][CH:9]=[C:4]2[C:3]([C:10]#[N:11])=[N:2]1.[F:12][C:13]1[CH:14]=[C:15]([CH:18]=[CH:19][CH:20]=1)[CH2:16]Br. (2) Given the product [Cl:1][C:2]1[CH:3]=[N:4][C:5]2[N:6]([N:8]=[C:9]([C:11]([N:22]3[CH2:21][CH2:20][C:19]4[C:24](=[CH:25][C:16]([O:15][CH3:14])=[C:17]([OH:26])[CH:18]=4)[CH2:23]3)=[O:13])[CH:10]=2)[CH:7]=1, predict the reactants needed to synthesize it. The reactants are: [Cl:1][C:2]1[CH:3]=[N:4][C:5]2[N:6]([N:8]=[C:9]([C:11]([OH:13])=O)[CH:10]=2)[CH:7]=1.[CH3:14][O:15][C:16]1[CH:25]=[C:24]2[C:19]([CH2:20][CH2:21][NH:22][CH2:23]2)=[CH:18][C:17]=1[OH:26].